This data is from Full USPTO retrosynthesis dataset with 1.9M reactions from patents (1976-2016). The task is: Predict the reactants needed to synthesize the given product. (1) Given the product [CH2:6]([C:8]1[CH:13]=[C:12]([C:14]2[N:18]=[C:17]([C:19]3[CH:24]=[C:23]([CH3:25])[CH:22]=[C:21]([CH2:26][N:27]([CH2:29][CH3:30])[CH3:28])[CH:20]=3)[O:16][N:15]=2)[CH:11]=[C:10]([CH3:31])[C:9]=1[O:32][CH2:2][CH2:3][CH2:4][OH:5])[CH3:7], predict the reactants needed to synthesize it. The reactants are: Br[CH2:2][CH2:3][CH2:4][OH:5].[CH2:6]([C:8]1[CH:13]=[C:12]([C:14]2[N:18]=[C:17]([C:19]3[CH:24]=[C:23]([CH3:25])[CH:22]=[C:21]([CH2:26][N:27]([CH2:29][CH3:30])[CH3:28])[CH:20]=3)[O:16][N:15]=2)[CH:11]=[C:10]([CH3:31])[C:9]=1[OH:32])[CH3:7].C([O-])([O-])=O.[K+].[K+]. (2) Given the product [CH3:19][N:20]([CH3:21])[C:13]1[CH:12]=[CH:11][C:10]2[CH2:9][NH:8][CH2:17][CH2:16][C:15]=2[N:14]=1, predict the reactants needed to synthesize it. The reactants are: C([N:8]1[CH2:17][CH2:16][C:15]2[N:14]=[C:13](Cl)[CH:12]=[CH:11][C:10]=2[CH2:9]1)C1C=CC=CC=1.[CH3:19][NH:20][CH3:21]. (3) Given the product [N:27]1([O:26][C:24]2[C:25]3[C:17]([Br:16])=[C:18]([CH2:38][CH3:39])[N:19]([C:9]([O:11][C:12]([CH3:13])([CH3:14])[CH3:15])=[O:10])[C:20]=3[N:21]=[C:22]([S:36][CH3:37])[N:23]=2)[C:31]2[CH:32]=[CH:33][CH:34]=[CH:35][C:30]=2[N:29]=[N:28]1, predict the reactants needed to synthesize it. The reactants are: [C:9](O[C:9]([O:11][C:12]([CH3:15])([CH3:14])[CH3:13])=[O:10])([O:11][C:12]([CH3:15])([CH3:14])[CH3:13])=[O:10].[Br:16][C:17]1[C:25]2[C:24]([O:26][N:27]3[C:31]4[CH:32]=[CH:33][CH:34]=[CH:35][C:30]=4[N:29]=[N:28]3)=[N:23][C:22]([S:36][CH3:37])=[N:21][C:20]=2[NH:19][C:18]=1[CH2:38][CH3:39].CCN(CC)CC.O. (4) Given the product [C:1]1([C:7]([N:9]2[CH2:10][CH2:11][N:12]([CH:15]3[CH2:16][N:17]([C:19]([C:21]4[CH:39]=[CH:38][C:24]([O:25][C@H:26]5[CH2:30][CH2:29][NH:28][CH2:27]5)=[CH:23][CH:22]=4)=[O:20])[CH2:18]3)[CH2:13][CH2:14]2)=[O:8])[CH:2]=[CH:3][CH:4]=[CH:5][CH:6]=1, predict the reactants needed to synthesize it. The reactants are: [C:1]1([C:7]([N:9]2[CH2:14][CH2:13][N:12]([CH:15]3[CH2:18][N:17]([C:19]([C:21]4[CH:39]=[CH:38][C:24]([O:25][C@H:26]5[CH2:30][CH2:29][N:28](C(OC(C)(C)C)=O)[CH2:27]5)=[CH:23][CH:22]=4)=[O:20])[CH2:16]3)[CH2:11][CH2:10]2)=[O:8])[CH:6]=[CH:5][CH:4]=[CH:3][CH:2]=1.C(O)(C(F)(F)F)=O. (5) Given the product [CH2:1]([NH:5][C:31](=[O:32])[C:30]1[CH:29]=[CH:28][C:27]([CH2:26][CH2:25][OH:24])=[CH:35][CH:34]=1)[CH:2]([CH3:4])[CH3:3], predict the reactants needed to synthesize it. The reactants are: [CH2:1]([NH2:5])[CH:2]([CH3:4])[CH3:3].C[N+]1(C2N=C(OC)N=C(OC)N=2)CCOCC1.[Cl-].[OH:24][CH2:25][CH2:26][C:27]1[CH:35]=[CH:34][C:30]([C:31](O)=[O:32])=[CH:29][CH:28]=1.Cl. (6) The reactants are: [C:1]([O:5][C:6]([NH:8][O:9][C:10]([O:12][CH2:13][CH2:14][O:15][CH3:16])=[O:11])=[O:7])([CH3:4])([CH3:3])[CH3:2].[CH3:17][S:18]([C:21]1[CH:26]=[CH:25][CH:24]=[CH:23][C:22]=1[S:27](NOC(OCCOC)=O)(=[O:29])=[O:28])(=[O:20])=[O:19]. Given the product [C:1]([O:5][C:6]([N:8]([O:9][C:10]([O:12][CH2:13][CH2:14][O:15][CH3:16])=[O:11])[S:27]([C:22]1[CH:23]=[CH:24][CH:25]=[CH:26][C:21]=1[S:18]([CH3:17])(=[O:20])=[O:19])(=[O:29])=[O:28])=[O:7])([CH3:4])([CH3:3])[CH3:2], predict the reactants needed to synthesize it. (7) Given the product [C:22]([C:13]1[C:14]2[C:19](=[CH:18][C:17]([F:20])=[C:16]([F:21])[CH:15]=2)[N:11]([C:8]2[CH:9]=[CH:10][C:5]([C:4]([OH:25])=[O:3])=[C:6]([OH:24])[CH:7]=2)[CH:12]=1)#[N:23], predict the reactants needed to synthesize it. The reactants are: C([O:3][C:4](=[O:25])[C:5]1[CH:10]=[CH:9][C:8]([N:11]2[C:19]3[C:14](=[CH:15][C:16]([F:21])=[C:17]([F:20])[CH:18]=3)[C:13]([C:22]#[N:23])=[CH:12]2)=[CH:7][C:6]=1[OH:24])C.O1CCCC1.[OH-].[Li+].Cl.